From a dataset of Forward reaction prediction with 1.9M reactions from USPTO patents (1976-2016). Predict the product of the given reaction. Given the reactants [NH2:1][C:2]1[N:23]=[C:22](Cl)[CH:21]=[CH:20][C:3]=1[C:4]([NH:6][CH2:7][C:8]1[S:9][C:10]([O:13][C:14]2[CH:19]=[CH:18][CH:17]=[CH:16][CH:15]=2)=[CH:11][CH:12]=1)=[O:5].C1C=CC(C[C:32]([NH:34]CN[C@H](C(O)=O)CC2C=CC([N+]([O-])=O)=CC=2)=O)=CC=1.CN, predict the reaction product. The product is: [NH2:1][C:2]1[N:23]=[C:22]([NH:34][CH3:32])[CH:21]=[CH:20][C:3]=1[C:4]([NH:6][CH2:7][C:8]1[S:9][C:10]([O:13][C:14]2[CH:19]=[CH:18][CH:17]=[CH:16][CH:15]=2)=[CH:11][CH:12]=1)=[O:5].